From a dataset of Forward reaction prediction with 1.9M reactions from USPTO patents (1976-2016). Predict the product of the given reaction. (1) Given the reactants I[C:2]1[C:10]2[C:5](=[N:6][CH:7]=[C:8]([C:11]3[CH:16]=[CH:15][C:14]([N:17]4[CH2:22][CH2:21][N:20]([C:23]([O:25][C:26]([CH3:29])([CH3:28])[CH3:27])=[O:24])[CH2:19][CH2:18]4)=[C:13]([N+:30]([O-:32])=[O:31])[CH:12]=3)[CH:9]=2)[N:4]([S:33]([C:36]2[CH:42]=[CH:41][C:39]([CH3:40])=[CH:38][CH:37]=2)(=[O:35])=[O:34])[CH:3]=1.[F:43][C:44]1[CH:45]=[C:46]([CH:62]=[CH:63][CH:64]=1)[CH2:47][N:48]1[CH:52]=[C:51](B2OC(C)(C)C(C)(C)O2)[CH:50]=[N:49]1.C(=O)([O-])[O-].[Na+].[Na+], predict the reaction product. The product is: [F:43][C:44]1[CH:45]=[C:46]([CH:62]=[CH:63][CH:64]=1)[CH2:47][N:48]1[CH:52]=[C:51]([C:2]2[C:10]3[C:5](=[N:6][CH:7]=[C:8]([C:11]4[CH:16]=[CH:15][C:14]([N:17]5[CH2:22][CH2:21][N:20]([C:23]([O:25][C:26]([CH3:29])([CH3:28])[CH3:27])=[O:24])[CH2:19][CH2:18]5)=[C:13]([N+:30]([O-:32])=[O:31])[CH:12]=4)[CH:9]=3)[N:4]([S:33]([C:36]3[CH:42]=[CH:41][C:39]([CH3:40])=[CH:38][CH:37]=3)(=[O:35])=[O:34])[CH:3]=2)[CH:50]=[N:49]1. (2) Given the reactants [CH:1]([NH:4][C:5]1[CH:10]=[CH:9][N:8]=[C:7]([C:11]2[C:19]3[C:14](=[CH:15][CH:16]=[C:17]([C:20]4[O:24][C:23]([NH2:25])=[N:22][N:21]=4)[CH:18]=3)[N:13](S(C3C=CC(C)=CC=3)(=O)=O)[CH:12]=2)[N:6]=1)([CH3:3])[CH3:2].[OH-].[Na+], predict the reaction product. The product is: [CH:1]([NH:4][C:5]1[CH:10]=[CH:9][N:8]=[C:7]([C:11]2[C:19]3[C:14](=[CH:15][CH:16]=[C:17]([C:20]4[O:24][C:23]([NH2:25])=[N:22][N:21]=4)[CH:18]=3)[NH:13][CH:12]=2)[N:6]=1)([CH3:3])[CH3:2].